This data is from Catalyst prediction with 721,799 reactions and 888 catalyst types from USPTO. The task is: Predict which catalyst facilitates the given reaction. (1) Reactant: [CH2:1]([O:8][C:9]1[C:14]([CH2:15][N:16]2[CH2:25][CH2:24][C:23]3[C:18](=[C:19]([Cl:28])[C:20](Br)=[CH:21][C:22]=3[Cl:26])[C:17]2=[O:29])=[C:13]([O:30][CH3:31])[CH:12]=[C:11]([CH3:32])[N:10]=1)[C:2]1[CH:7]=[CH:6][CH:5]=[CH:4][CH:3]=1.[Cl-].[Li+].[CH:35]([Mg]Cl)(C)C.CON(C)[C:43]([CH:45]1[CH2:48][N:47]([C:49]([O:51][C:52]([CH3:55])([CH3:54])[CH3:53])=[O:50])[CH2:46]1)=[O:44]. Product: [CH2:1]([O:8][C:9]1[C:14]([CH2:15][N:16]2[CH2:25][CH2:24][C:23]3[C:18](=[C:19]([Cl:28])[C:20]([C:43]([CH:45]4[CH2:46][N:47]([C:49]([O:51][C:52]([CH3:53])([CH3:54])[CH3:55])=[O:50])[CH2:48]4)([OH:44])[CH3:35])=[CH:21][C:22]=3[Cl:26])[C:17]2=[O:29])=[C:13]([O:30][CH3:31])[CH:12]=[C:11]([CH3:32])[N:10]=1)[C:2]1[CH:7]=[CH:6][CH:5]=[CH:4][CH:3]=1. The catalyst class is: 1. (2) Reactant: Cl[CH2:2][CH2:3][CH:4]([C:12]1[C:20]2[C:15](=[C:16]([CH2:22][S:23][CH3:24])[CH:17]=[C:18]([F:21])[CH:19]=2)[NH:14][CH:13]=1)[C:5]1[CH:10]=[CH:9][C:8]([Cl:11])=[CH:7][CH:6]=1.[C-:25]#[N:26].[K+]. Product: [Cl:11][C:8]1[CH:9]=[CH:10][C:5]([CH:4]([C:12]2[C:20]3[C:15](=[C:16]([CH2:22][S:23][CH3:24])[CH:17]=[C:18]([F:21])[CH:19]=3)[NH:14][CH:13]=2)[CH2:3][CH2:2][C:25]#[N:26])=[CH:6][CH:7]=1. The catalyst class is: 16.